From a dataset of Reaction yield outcomes from USPTO patents with 853,638 reactions. Predict the reaction yield, written as a fraction of the theoretical maximum amount of product (1.0 means a 100% yield; for example, 0.34 means a 34% yield). The reactants are [CH3:1][O:2][C:3](=[O:12])[C:4]1[CH:9]=[CH:8][C:7](Br)=[CH:6][C:5]=1[CH3:11].C(N(CC)CC)C.O.[C]=O.[C:23]([O:26]CC)(=[O:25])C. The catalyst is C([O-])(=O)C.[Pd+2].C([O-])(=O)C.C1(P(C(P(C2C=CC=CC=2)C2C=CC=CC=2)(C)C)C2C=CC=CC=2)C=CC=CC=1.C(#N)C. The product is [CH3:1][O:2][C:3]([C:4]1[CH:9]=[CH:8][C:7]([C:23]([OH:26])=[O:25])=[CH:6][C:5]=1[CH3:11])=[O:12]. The yield is 0.470.